This data is from NCI-60 drug combinations with 297,098 pairs across 59 cell lines. The task is: Regression. Given two drug SMILES strings and cell line genomic features, predict the synergy score measuring deviation from expected non-interaction effect. (1) Drug 1: CC1C(C(CC(O1)OC2CC(CC3=C2C(=C4C(=C3O)C(=O)C5=C(C4=O)C(=CC=C5)OC)O)(C(=O)CO)O)N)O.Cl. Drug 2: C1CCN(CC1)CCOC2=CC=C(C=C2)C(=O)C3=C(SC4=C3C=CC(=C4)O)C5=CC=C(C=C5)O. Synergy scores: CSS=10.8, Synergy_ZIP=-4.23, Synergy_Bliss=-2.18, Synergy_Loewe=-0.235, Synergy_HSA=0.0276. Cell line: COLO 205. (2) Drug 1: CC1C(C(=O)NC(C(=O)N2CCCC2C(=O)N(CC(=O)N(C(C(=O)O1)C(C)C)C)C)C(C)C)NC(=O)C3=C4C(=C(C=C3)C)OC5=C(C(=O)C(=C(C5=N4)C(=O)NC6C(OC(=O)C(N(C(=O)CN(C(=O)C7CCCN7C(=O)C(NC6=O)C(C)C)C)C)C(C)C)C)N)C. Drug 2: C1CN1C2=NC(=NC(=N2)N3CC3)N4CC4. Cell line: HOP-62. Synergy scores: CSS=43.7, Synergy_ZIP=-2.55, Synergy_Bliss=-1.27, Synergy_Loewe=-9.20, Synergy_HSA=-1.05. (3) Synergy scores: CSS=33.8, Synergy_ZIP=-1.42, Synergy_Bliss=2.13, Synergy_Loewe=-5.82, Synergy_HSA=3.22. Drug 2: CCN(CC)CCCC(C)NC1=C2C=C(C=CC2=NC3=C1C=CC(=C3)Cl)OC. Drug 1: COC1=C(C=C2C(=C1)N=CN=C2NC3=CC(=C(C=C3)F)Cl)OCCCN4CCOCC4. Cell line: LOX IMVI. (4) Synergy scores: CSS=14.1, Synergy_ZIP=-5.32, Synergy_Bliss=-7.61, Synergy_Loewe=-1.58, Synergy_HSA=-6.67. Drug 2: C1CCC(C(C1)N)N.C(=O)(C(=O)[O-])[O-].[Pt+4]. Cell line: EKVX. Drug 1: C1CN(CCN1C(=O)CCBr)C(=O)CCBr. (5) Drug 1: CC1=C2C(C(=O)C3(C(CC4C(C3C(C(C2(C)C)(CC1OC(=O)C(C(C5=CC=CC=C5)NC(=O)OC(C)(C)C)O)O)OC(=O)C6=CC=CC=C6)(CO4)OC(=O)C)OC)C)OC. Drug 2: CS(=O)(=O)CCNCC1=CC=C(O1)C2=CC3=C(C=C2)N=CN=C3NC4=CC(=C(C=C4)OCC5=CC(=CC=C5)F)Cl. Cell line: A549. Synergy scores: CSS=55.5, Synergy_ZIP=6.65, Synergy_Bliss=4.02, Synergy_Loewe=-5.34, Synergy_HSA=6.76. (6) Drug 1: CCC1=CC2CC(C3=C(CN(C2)C1)C4=CC=CC=C4N3)(C5=C(C=C6C(=C5)C78CCN9C7C(C=CC9)(C(C(C8N6C)(C(=O)OC)O)OC(=O)C)CC)OC)C(=O)OC.C(C(C(=O)O)O)(C(=O)O)O. Drug 2: CC1C(C(=O)NC(C(=O)N2CCCC2C(=O)N(CC(=O)N(C(C(=O)O1)C(C)C)C)C)C(C)C)NC(=O)C3=C4C(=C(C=C3)C)OC5=C(C(=O)C(=C(C5=N4)C(=O)NC6C(OC(=O)C(N(C(=O)CN(C(=O)C7CCCN7C(=O)C(NC6=O)C(C)C)C)C)C(C)C)C)N)C. Cell line: IGROV1. Synergy scores: CSS=41.9, Synergy_ZIP=-4.56, Synergy_Bliss=3.53, Synergy_Loewe=3.36, Synergy_HSA=3.00.